Dataset: Forward reaction prediction with 1.9M reactions from USPTO patents (1976-2016). Task: Predict the product of the given reaction. (1) Given the reactants [OH:1][C:2]1[CH:18]=[CH:17][C:5]([C:6]2[CH2:7][O:8][C:9]3[C:14]([CH:15]=2)=[CH:13][CH:12]=[C:11](O)[CH:10]=3)=[CH:4][CH:3]=1.[NH2:19][C:20]1[CH:25]=[CH:24][C:23]([CH3:26])=[CH:22][CH:21]=1.[CH2:27]=[O:28].[CH2:29](O)C, predict the reaction product. The product is: [C:23]1([CH3:26])[CH:24]=[CH:25][C:20]([N:19]2[CH2:29][C:12]3[CH:13]=[C:14]4[C:9](=[CH:10][C:11]=3[O:28][CH2:27]2)[O:8][CH2:7][C:6]([C:5]2[CH:17]=[CH:18][C:2]([OH:1])=[CH:3][CH:4]=2)=[CH:15]4)=[CH:21][CH:22]=1. (2) Given the reactants [Cl:1][C:2]1[CH:7]=[C:6]([NH:8][CH:9](SC)[NH:10][C:11]#[N:12])[CH:5]=[C:4]([C:15]([F:18])([F:17])[F:16])[C:3]=1[C:19]1[CH:24]=[CH:23][C:22]([S:25]([N:28]2[CH2:33][CH2:32][N:31]([CH3:34])[CH2:30][CH2:29]2)(=[O:27])=[O:26])=[CH:21][CH:20]=1.[NH2:35][NH2:36], predict the reaction product. The product is: [Cl:1][C:2]1[CH:7]=[C:6]([NH:8][C:9]2[N:10]=[C:11]([NH2:12])[NH:36][N:35]=2)[CH:5]=[C:4]([C:15]([F:16])([F:18])[F:17])[C:3]=1[C:19]1[CH:20]=[CH:21][C:22]([S:25]([N:28]2[CH2:33][CH2:32][N:31]([CH3:34])[CH2:30][CH2:29]2)(=[O:27])=[O:26])=[CH:23][CH:24]=1. (3) Given the reactants [CH2:1](Br)[C:2]1[CH:7]=[CH:6][CH:5]=[CH:4][CH:3]=1.CN(C)C=O.[C:14]([NH:21][S:22]([NH2:25])(=[O:24])=[O:23])([O:16][C:17]([CH3:20])([CH3:19])[CH3:18])=[O:15].C(=O)([O-])[O-].[K+].[K+], predict the reaction product. The product is: [CH2:1]([N:21]([S:22](=[O:23])(=[O:24])[NH2:25])[C:14](=[O:15])[O:16][C:17]([CH3:20])([CH3:19])[CH3:18])[C:2]1[CH:7]=[CH:6][CH:5]=[CH:4][CH:3]=1. (4) Given the reactants [O:1]=[C:2]1[NH:7][N:6]=[CH:5][C:4]([C:8]([O:10][CH2:11][CH3:12])=[O:9])=[CH:3]1.C(=O)([O-])[O-].[K+].[K+].[CH2:19](Br)[C:20]1[CH:25]=[CH:24][CH:23]=[CH:22][CH:21]=1, predict the reaction product. The product is: [CH2:19]([N:7]1[C:2](=[O:1])[CH:3]=[C:4]([C:8]([O:10][CH2:11][CH3:12])=[O:9])[CH:5]=[N:6]1)[C:20]1[CH:25]=[CH:24][CH:23]=[CH:22][CH:21]=1. (5) Given the reactants [C:1]1([C:7]2[C:8]([C:13]([F:16])([F:15])[F:14])=[N:9][NH:10][C:11]=2[NH2:12])[CH:6]=[CH:5][CH:4]=[CH:3][CH:2]=1.[O:17]1[CH2:22][CH2:21][O:20][C:19]2[CH:23]=[C:24]([C:27](=O)[CH2:28][C:29](OCC)=[O:30])[CH:25]=[CH:26][C:18]1=2, predict the reaction product. The product is: [O:17]1[CH2:22][CH2:21][O:20][C:19]2[CH:23]=[C:24]([C:27]3[NH:12][C:11]4[N:10]([N:9]=[C:8]([C:13]([F:15])([F:16])[F:14])[C:7]=4[C:1]4[CH:2]=[CH:3][CH:4]=[CH:5][CH:6]=4)[C:29](=[O:30])[CH:28]=3)[CH:25]=[CH:26][C:18]1=2. (6) Given the reactants [CH2:1]([O:19][C:20]1[CH:25]=[C:24]([CH2:26][OH:27])[CH:23]=[C:22]([O:28][CH2:29][CH2:30][CH2:31][CH2:32][CH2:33][CH2:34][CH2:35][CH2:36]/[CH:37]=[CH:38]\[CH2:39]/[CH:40]=[CH:41]\[CH2:42][CH2:43][CH2:44][CH2:45][CH3:46])[N:21]=1)[CH2:2][CH2:3][CH2:4][CH2:5][CH2:6][CH2:7][CH2:8]/[CH:9]=[CH:10]\[CH2:11]/[CH:12]=[CH:13]\[CH2:14][CH2:15][CH2:16][CH2:17][CH3:18].[CH3:47][S:48](Cl)(=[O:50])=[O:49].Cl, predict the reaction product. The product is: [CH3:47][S:48]([O:27][CH2:26][C:24]1[CH:25]=[C:20]([O:19][CH2:1][CH2:2][CH2:3][CH2:4][CH2:5][CH2:6][CH2:7][CH2:8]/[CH:9]=[CH:10]\[CH2:11]/[CH:12]=[CH:13]\[CH2:14][CH2:15][CH2:16][CH2:17][CH3:18])[N:21]=[C:22]([O:28][CH2:29][CH2:30][CH2:31][CH2:32][CH2:33][CH2:34][CH2:35][CH2:36]/[CH:37]=[CH:38]\[CH2:39]/[CH:40]=[CH:41]\[CH2:42][CH2:43][CH2:44][CH2:45][CH3:46])[CH:23]=1)(=[O:50])=[O:49]. (7) The product is: [NH2:22][CH:19]([C:14]1([O:17][CH3:18])[CH2:15][CH2:16][CH:11]([OH:10])[CH2:12][CH2:13]1)[CH2:20][CH3:21]. Given the reactants N.[Na].C([O:10][CH:11]1[CH2:16][CH2:15][C:14]([CH:19]([NH2:22])[CH2:20][CH3:21])([O:17][CH3:18])[CH2:13][CH2:12]1)C1C=CC=CC=1, predict the reaction product.